From a dataset of Reaction yield outcomes from USPTO patents with 853,638 reactions. Predict the reaction yield, written as a fraction of the theoretical maximum amount of product (1.0 means a 100% yield; for example, 0.34 means a 34% yield). (1) The reactants are [OH-].[Na+].[Br:3][C:4]1[CH:5]=[C:6]2[C:11]3=[C:12]([CH2:14][CH2:15][CH2:16][N:10]3[CH:9]=[C:8]([C:17]([O:19]CC)=[O:18])[C:7]2=[O:22])[CH:13]=1. The catalyst is C(O)C. The product is [Br:3][C:4]1[CH:5]=[C:6]2[C:11]3=[C:12]([CH2:14][CH2:15][CH2:16][N:10]3[CH:9]=[C:8]([C:17]([OH:19])=[O:18])[C:7]2=[O:22])[CH:13]=1. The yield is 0.900. (2) The reactants are Br[CH:2]([CH2:7][CH2:8][Br:9])[C:3]([O:5][CH3:6])=[O:4].[S:10]1C=CC=C1CC(O)=O.CCN(C(C)C)C(C)C.C1C[O:31][CH2:30][CH2:29]1. No catalyst specified. The product is [C:30]([S:10][CH:2]([CH2:7][CH2:8][Br:9])[C:3]([O:5][CH3:6])=[O:4])(=[O:31])[CH3:29]. The yield is 0.960.